This data is from Forward reaction prediction with 1.9M reactions from USPTO patents (1976-2016). The task is: Predict the product of the given reaction. (1) Given the reactants [Cl:1][C:2]1[N:12]=[CH:11][C:5]2[O:6][CH2:7][C:8](=O)[NH:9][C:4]=2[CH:3]=1.CO, predict the reaction product. The product is: [Cl:1][C:2]1[N:12]=[CH:11][C:5]2[O:6][CH2:7][CH2:8][NH:9][C:4]=2[CH:3]=1. (2) Given the reactants [F:1][C:2]([F:23])([F:22])[C:3](=[O:21])[CH2:4][C:5]([C:8]1[C:16]2[O:15][CH2:14][CH2:13][C:12]=2[CH:11]=[C:10]([S:17]([CH3:20])(=[O:19])=[O:18])[CH:9]=1)([CH3:7])[CH3:6].[CH2:24]1[CH2:28]OC[CH2:25]1, predict the reaction product. The product is: [CH3:20][S:17]([C:10]1[CH:9]=[C:8]([C:5]([CH3:7])([CH3:6])[CH2:4][C:3]([C:2]([F:1])([F:22])[F:23])([OH:21])[CH2:28][C:24]#[CH:25])[C:16]2[O:15][CH2:14][CH2:13][C:12]=2[CH:11]=1)(=[O:18])=[O:19]. (3) The product is: [CH3:10][N:11]1[CH2:16][CH2:15][N:14]([CH2:2][CH2:3][CH2:4][C:5]([O:7][CH2:8][CH3:9])=[O:6])[CH2:13][CH2:12]1. Given the reactants Br[CH2:2][CH2:3][CH2:4][C:5]([O:7][CH2:8][CH3:9])=[O:6].[CH3:10][N:11]1[CH2:16][CH2:15][NH:14][CH2:13][CH2:12]1.C([O-])([O-])=O.[K+].[K+], predict the reaction product. (4) Given the reactants [CH:1]1([N:6]2[C:15]3[N:14]=[C:13]([NH:16][C:17]4[CH:25]=[CH:24][C:20]([C:21](O)=[O:22])=[CH:19][C:18]=4[O:26][CH3:27])[N:12]=[CH:11][C:10]=3[N:9]([CH3:28])[CH2:8][C@H:7]2[CH:29]2[CH2:31][CH2:30]2)[CH2:5][CH2:4][CH2:3][CH2:2]1.F[B-](F)(F)F.N1(OC(N(C)C)=[N+](C)C)C2C=CC=CC=2N=N1.[CH3:54][N:55]1[CH2:60][CH2:59][CH:58]([NH2:61])[CH2:57][CH2:56]1.CCN(C(C)C)C(C)C, predict the reaction product. The product is: [NH3:6].[CH:1]1([N:6]2[C:15]3[N:14]=[C:13]([NH:16][C:17]4[CH:25]=[CH:24][C:20]([C:21]([NH:61][CH:58]5[CH2:59][CH2:60][N:55]([CH3:54])[CH2:56][CH2:57]5)=[O:22])=[CH:19][C:18]=4[O:26][CH3:27])[N:12]=[CH:11][C:10]=3[N:9]([CH3:28])[CH2:8][C@H:7]2[CH:29]2[CH2:30][CH2:31]2)[CH2:2][CH2:3][CH2:4][CH2:5]1.